Dataset: Full USPTO retrosynthesis dataset with 1.9M reactions from patents (1976-2016). Task: Predict the reactants needed to synthesize the given product. (1) The reactants are: C([N:8]1[CH2:13][CH2:12][N:11](CC2C=CC=CC=2)[CH2:10][C@@H:9]1[CH2:21][CH2:22][C:23]1[CH:28]=[CH:27]C=CN=1)C1C=CC=CC=1.C([O-])=O.[NH4+:32].[CH2:33](O)[CH3:34]. Given the product [N:32]1[CH:27]=[CH:28][C:23]([CH2:22][CH2:21][C@H:9]2[CH2:10][NH:11][CH2:12][CH2:13][NH:8]2)=[CH:34][CH:33]=1, predict the reactants needed to synthesize it. (2) Given the product [C:1]([C:16]1[CH:15]=[C:14]([CH2:17][CH2:18][C:19]([O:21][CH2:22][CH3:23])=[O:20])[CH:13]=[CH:12][C:11]=1[O:10][CH3:9])(=[O:7])[CH2:2][CH2:3][CH2:4][CH2:5][CH3:6], predict the reactants needed to synthesize it. The reactants are: [C:1](Cl)(=[O:7])[CH2:2][CH2:3][CH2:4][CH2:5][CH3:6].[CH3:9][O:10][C:11]1[CH:16]=[CH:15][C:14]([CH2:17][CH2:18][C:19]([O:21][CH2:22][CH3:23])=[O:20])=[CH:13][CH:12]=1.[Cl-].[Al+3].[Cl-].[Cl-].O. (3) Given the product [Cl:13][C:14]1[S:18][C:17]([S:19]([NH:1][C:2]2[S:3][C:4]([C:8]([OH:10])=[O:9])=[C:5]([CH3:7])[N:6]=2)(=[O:21])=[O:20])=[CH:16][C:15]=1[C:23]1[CH:28]=[C:27]([F:29])[CH:26]=[CH:25][C:24]=1[F:30], predict the reactants needed to synthesize it. The reactants are: [NH2:1][C:2]1[S:3][C:4]([C:8]([O:10]CC)=[O:9])=[C:5]([CH3:7])[N:6]=1.[Cl:13][C:14]1[S:18][C:17]([S:19](Cl)(=[O:21])=[O:20])=[CH:16][C:15]=1[C:23]1[CH:28]=[C:27]([F:29])[CH:26]=[CH:25][C:24]=1[F:30]. (4) Given the product [F:12][C:13]1[CH:18]=[C:17]([F:19])[CH:16]=[CH:15][C:14]=1[C@:20]12[CH2:29][O:28][C@@H:27]([CH:30]3[CH2:33][CH2:32][O:31]3)[CH2:26][C@H:25]1[CH2:24][S:23][C:22]([NH2:34])=[N:21]2, predict the reactants needed to synthesize it. The reactants are: N12CCCN=C1CCCCC2.[F:12][C:13]1[CH:18]=[C:17]([F:19])[CH:16]=[CH:15][C:14]=1[C@:20]12[CH2:29][O:28][C@@H:27]([CH:30]3[CH2:33][CH2:32][O:31]3)[CH2:26][C@H:25]1[CH2:24][S:23][C:22]([NH:34]C(=O)C1C=CC=CC=1)=[N:21]2. (5) Given the product [F:25][C:23]1[CH:22]=[CH:21][C:3]([O:4][CH2:5][C:6]([N:8]([CH:18]([CH3:20])[CH3:19])[NH:9][C:10](=[O:17])[C:11]2[CH:16]=[CH:15][CH:14]=[CH:13][CH:12]=2)=[O:7])=[C:2]([C:37]2[CH:38]=[CH:39][C:34]([O:33][CH3:32])=[CH:35][CH:36]=2)[CH:24]=1, predict the reactants needed to synthesize it. The reactants are: Br[C:2]1[CH:24]=[C:23]([F:25])[CH:22]=[CH:21][C:3]=1[O:4][CH2:5][C:6]([N:8]([CH:18]([CH3:20])[CH3:19])[NH:9][C:10](=[O:17])[C:11]1[CH:16]=[CH:15][CH:14]=[CH:13][CH:12]=1)=[O:7].C([O-])([O-])=O.[Na+].[Na+].[CH3:32][O:33][C:34]1[CH:39]=[CH:38][C:37](B(O)O)=[CH:36][CH:35]=1. (6) Given the product [NH2:9][C:6]1[CH:7]=[CH:8][C:3]([O:2][CH3:1])=[C:4]([NH:12][C:13]2[N:18]=[C:17]3[N:19]([CH:23]4[CH2:28][CH2:27][CH2:26][CH2:25][O:24]4)[N:20]=[C:21]([CH3:22])[C:16]3=[C:15]([NH:29][C:30]3[CH:39]=[CH:38][CH:37]=[CH:36][C:31]=3[C:32]([NH:34][CH3:35])=[O:33])[N:14]=2)[CH:5]=1, predict the reactants needed to synthesize it. The reactants are: [CH3:1][O:2][C:3]1[CH:8]=[CH:7][C:6]([N+:9]([O-])=O)=[CH:5][C:4]=1[NH:12][C:13]1[N:18]=[C:17]2[N:19]([CH:23]3[CH2:28][CH2:27][CH2:26][CH2:25][O:24]3)[N:20]=[C:21]([CH3:22])[C:16]2=[C:15]([NH:29][C:30]2[CH:39]=[CH:38][CH:37]=[CH:36][C:31]=2[C:32]([NH:34][CH3:35])=[O:33])[N:14]=1. (7) The reactants are: Cl.[C:2]([N:5]1[CH2:11][C@H:10]([NH2:12])[C:9](=[O:13])[N:8]([CH3:14])[C:7]2[CH:15]=[CH:16][CH:17]=[CH:18][C:6]1=2)(=[O:4])[CH3:3].[C:19](O)(=[O:23])[C@H:20]([CH3:22])[OH:21]. Given the product [C:2]([N:5]1[CH2:11][C@H:10]([NH:12][C:19](=[O:23])[C@@H:20]([OH:21])[CH3:22])[C:9](=[O:13])[N:8]([CH3:14])[C:7]2[CH:15]=[CH:16][CH:17]=[CH:18][C:6]1=2)(=[O:4])[CH3:3], predict the reactants needed to synthesize it. (8) Given the product [F:23][C:20]([F:22])([F:21])[C:17]1[CH:16]=[CH:15][C:14]([C:13]2[CH:12]=[C:11]([CH:6]=[CH:5][CH:4]=2)[CH2:10][O:52][C:51]2[CH:53]=[C:39]3[C:34](=[CH:35][CH:50]=2)[CH2:44][C:45](=[O:48])[CH2:37][CH2:38]3)=[CH:19][CH:18]=1, predict the reactants needed to synthesize it. The reactants are: C1O[C:4]2([CH:13]([C:14]3[CH:19]=[CH:18][C:17]([C:20]([F:23])([F:22])[F:21])=[CH:16][CH:15]=3)[CH2:12][C:11]3[C:6](=CC=C[CH:10]=3)[CH:5]2OCC2C=CC=CC=2)OC1.O.[C:34]1([CH3:44])[C:35](S(O)(=O)=O)=C[CH:37]=[CH:38][CH:39]=1.[C:45](=[O:48])(O)[O-].[Na+].[CH3:50][C:51]([CH3:53])=[O:52]. (9) Given the product [CH2:16]([N:19]([C:35]([O:37][C:38]([CH3:39])([CH3:40])[CH3:41])=[O:36])[CH2:21][C:22]([OH:24])=[O:23])[CH:17]=[CH2:18], predict the reactants needed to synthesize it. The reactants are: C(=O)([O-])[O-].[K+].[K+].[I-].[Na+].C(N(CC)CC)C.[CH2:16]([NH2:19])[CH:17]=[CH2:18].Br[CH2:21][C:22]([O:24]CC)=[O:23].[C:38]([O:37][C:35](O[C:35]([O:37][C:38]([CH3:41])([CH3:40])[CH3:39])=[O:36])=[O:36])([CH3:41])([CH3:40])[CH3:39].[OH-].[Na+].Cl. (10) Given the product [NH2:6][C:7]1[CH:15]=[C:14]([Cl:16])[C:13]([CH3:17])=[CH:12][C:8]=1[C:9]([OH:11])=[O:10], predict the reactants needed to synthesize it. The reactants are: [OH-].[Na+].C([NH:6][C:7]1[CH:15]=[C:14]([Cl:16])[C:13]([CH3:17])=[CH:12][C:8]=1[C:9]([OH:11])=[O:10])(=O)C.Cl.